Dataset: Full USPTO retrosynthesis dataset with 1.9M reactions from patents (1976-2016). Task: Predict the reactants needed to synthesize the given product. Given the product [C:30]([C:34]1[CH:39]=[CH:38][C:37]([S:40]([NH:1][C:2]2[CH:3]=[C:4]3[C:8](=[CH:9][CH:10]=2)[N:7]([CH3:11])[C:6]([C:12]([NH:14][C@H:15]([C:20]([OH:22])=[O:21])[CH2:16][CH:17]([CH3:18])[CH3:19])=[O:13])=[C:5]3[C:24]2[CH:25]=[CH:26][CH:27]=[CH:28][CH:29]=2)(=[O:42])=[O:41])=[CH:36][CH:35]=1)([CH3:33])([CH3:31])[CH3:32], predict the reactants needed to synthesize it. The reactants are: [NH2:1][C:2]1[CH:3]=[C:4]2[C:8](=[CH:9][CH:10]=1)[N:7]([CH3:11])[C:6]([C:12]([NH:14][C@H:15]([C:20]([O:22]C)=[O:21])[CH2:16][CH:17]([CH3:19])[CH3:18])=[O:13])=[C:5]2[C:24]1[CH:29]=[CH:28][CH:27]=[CH:26][CH:25]=1.[C:30]([C:34]1[CH:39]=[CH:38][C:37]([S:40](Cl)(=[O:42])=[O:41])=[CH:36][CH:35]=1)([CH3:33])([CH3:32])[CH3:31].